This data is from Reaction yield outcomes from USPTO patents with 853,638 reactions. The task is: Predict the reaction yield, written as a fraction of the theoretical maximum amount of product (1.0 means a 100% yield; for example, 0.34 means a 34% yield). (1) The yield is 0.560. The catalyst is C(Cl)Cl. The reactants are N1C=CC=CC=1.ClC(Cl)(O[C:11](=[O:17])OC(Cl)(Cl)Cl)Cl.[CH3:19][C@H:20]1[CH2:25][CH2:24][CH2:23][C@@H:22]([CH3:26])[NH:21]1.C[C@H]1CCC[C@@H](C)N1.C(Cl)(=O)N.CCN(C(C)C)C(C)C.[F:48][C:49]1[CH:50]=[CH:51][C:52]([NH:55][NH2:56])=[N:53][CH:54]=1. The product is [F:48][C:49]1[CH:50]=[CH:51][C:52]([NH:55][NH:56][C:11]([N:21]2[C@H:22]([CH3:26])[CH2:23][CH2:24][CH2:25][C@@H:20]2[CH3:19])=[O:17])=[N:53][CH:54]=1. (2) The reactants are [CH2:1]([O:8][C:9](=[O:33])[C@@H:10]([NH:20][C:21](=[O:32])[C@@H:22]([NH:24][C:25](OC(C)(C)C)=[O:26])[CH3:23])[CH2:11][C:12]1[CH:17]=[CH:16][C:15]([O:18][CH3:19])=[CH:14][CH:13]=1)[C:2]1[CH:7]=[CH:6][CH:5]=[CH:4][CH:3]=1.FC(F)(F)C(O)=O.C(N(CC)C(C)C)(C)C.[O:50]1[CH2:55][CH2:54][N:53]([CH2:56]C(O)=O)[CH2:52][CH2:51]1.CN(C(ON1N=NC2C=CC=NC1=2)=[N+](C)C)C.F[P-](F)(F)(F)(F)F. The catalyst is ClCCl. The product is [CH2:1]([O:8][C:9](=[O:33])[C@@H:10]([NH:20][C:21](=[O:32])[C@@H:22]([NH:24][C:25](=[O:26])[CH2:56][N:53]1[CH2:54][CH2:55][O:50][CH2:51][CH2:52]1)[CH3:23])[CH2:11][C:12]1[CH:17]=[CH:16][C:15]([O:18][CH3:19])=[CH:14][CH:13]=1)[C:2]1[CH:3]=[CH:4][CH:5]=[CH:6][CH:7]=1. The yield is 0.580. (3) The reactants are C(=O)([O-])[O-].[Na+].[Na+].[F:7][C:8]1[CH:13]=[C:12](B(O)O)[CH:11]=[CH:10][N:9]=1.Cl[C:18]1[N:23]=[CH:22][N:21]=[C:20]([NH:24][CH:25]2[CH2:30][CH2:29][O:28][CH2:27][CH2:26]2)[CH:19]=1.O1CCOCC1.O. The catalyst is O.C1C=CC(P(C2C=CC=CC=2)[C-]2C=CC=C2)=CC=1.C1C=CC(P(C2C=CC=CC=2)[C-]2C=CC=C2)=CC=1.Cl[Pd]Cl.[Fe+2]. The product is [F:7][C:8]1[CH:13]=[C:12]([C:18]2[N:23]=[CH:22][N:21]=[C:20]([NH:24][CH:25]3[CH2:30][CH2:29][O:28][CH2:27][CH2:26]3)[CH:19]=2)[CH:11]=[CH:10][N:9]=1. The yield is 0.683. (4) The reactants are O[CH2:2][CH2:3][C:4]1[C:5]([NH:7][C:8](=[O:10])[CH:9]=1)=[O:6].[CH2:11](N(CC)CC)[CH3:12].ClC(Cl)([O:21][C:22](=[O:28])[O:23]C(Cl)(Cl)Cl)Cl. The catalyst is C(Cl)Cl. The product is [C:22](=[O:21])([OH:28])[OH:23].[CH2:3]([C:4]1[C:5](=[O:6])[NH:7][C:8](=[O:10])[C:9]=1[CH2:11][CH3:12])[CH3:2]. The yield is 0.185. (5) The reactants are [Cl:1][C:2]1[CH:7]=[C:6]([C:8]([F:11])([F:10])[F:9])[CH:5]=[C:4]([F:12])[C:3]=1[O:13][C:14]1[CH:18]=[C:17]([CH3:19])[N:16](C(OC(C)(C)C)=O)[N:15]=1. The catalyst is C(OCC)(=O)C. The product is [Cl:1][C:2]1[CH:7]=[C:6]([C:8]([F:11])([F:9])[F:10])[CH:5]=[C:4]([F:12])[C:3]=1[O:13][C:14]1[CH:18]=[C:17]([CH3:19])[NH:16][N:15]=1. The yield is 0.890.